Binary Classification. Given a drug SMILES string, predict its activity (active/inactive) in a high-throughput screening assay against a specified biological target. From a dataset of HIV replication inhibition screening data with 41,000+ compounds from the AIDS Antiviral Screen. The drug is N#CNC(=N)c1sc2nc3c(c(-c4ccc(Br)cc4)c2c1N)CCCC3. The result is 0 (inactive).